This data is from Full USPTO retrosynthesis dataset with 1.9M reactions from patents (1976-2016). The task is: Predict the reactants needed to synthesize the given product. (1) Given the product [F:20][CH:19]([F:21])[C:15]1[NH:14][C:26]([CH2:25][CH2:24][C:23]([F:32])([F:31])[F:22])=[C:27]([C:28]#[N:29])[CH:12]([C:3]2[CH:4]=[C:5]3[C:9](=[CH:10][C:2]=2[F:1])[NH:8][N:7]=[C:6]3[CH3:11])[C:16]=1[C:17]#[N:18], predict the reactants needed to synthesize it. The reactants are: [F:1][C:2]1[CH:10]=[C:9]2[C:5]([C:6]([CH3:11])=[N:7][NH:8]2)=[CH:4][C:3]=1[CH:12]=O.[NH2:14][C:15]([CH:19]([F:21])[F:20])=[CH:16][C:17]#[N:18].[F:22][C:23]([F:32])([F:31])[CH2:24][CH2:25][C:26](=O)[CH2:27][C:28]#[N:29]. (2) Given the product [CH:22]1([C:20]2[N:12]([C@H:10]3[CH2:11][C@H:8]([NH2:7])[CH2:9]3)[C:13]3=[N:14][CH:15]=[CH:16][CH:17]=[C:18]3[N:19]=2)[CH2:24][CH2:23]1, predict the reactants needed to synthesize it. The reactants are: C(OC(=O)[NH:7][C@H:8]1[CH2:11][C@H:10]([NH:12][C:13]2[C:18]([NH:19][C:20]([CH:22]3[CH2:24][CH2:23]3)=O)=[CH:17][CH:16]=[CH:15][N:14]=2)[CH2:9]1)(C)(C)C.FC(F)(F)C(O)=O. (3) Given the product [Cl:1][C:2]1[CH:3]=[N:4][C:5]2[CH:6]([O:15][C:12](=[O:14])[CH3:13])[CH2:7][CH2:8][C:9]=2[CH:10]=1, predict the reactants needed to synthesize it. The reactants are: [Cl:1][C:2]1[CH:3]=[N+:4]([O-])[C:5]2[CH2:6][CH2:7][CH2:8][C:9]=2[CH:10]=1.[C:12]([O:15]C(=O)C)(=[O:14])[CH3:13]. (4) Given the product [F:19][C:20]1[CH:21]=[CH:22][C:23]([C:24]([CH:26]2[CH2:27][CH2:28][N:29]([CH2:32][C:33]([N:4]([CH2:3][C@@H:2]([CH3:1])[CH2:17][CH3:18])[CH2:5][C:6]3[NH:7][C:8](=[O:16])[C:9]4[CH2:15][O:14][CH2:13][CH2:12][C:10]=4[N:11]=3)=[O:34])[CH2:30][CH2:31]2)=[O:25])=[CH:36][CH:37]=1, predict the reactants needed to synthesize it. The reactants are: [CH3:1][C@@H:2]([CH2:17][CH3:18])[CH2:3][NH:4][CH2:5][C:6]1[NH:7][C:8](=[O:16])[C:9]2[CH2:15][O:14][CH2:13][CH2:12][C:10]=2[N:11]=1.[F:19][C:20]1[CH:37]=[CH:36][C:23]([C:24]([CH:26]2[CH2:31][CH2:30][N:29]([CH2:32][C:33](O)=[O:34])[CH2:28][CH2:27]2)=[O:25])=[CH:22][CH:21]=1. (5) Given the product [S:14]1[C:15]2[CH:20]=[CH:19][CH:18]=[CH:17][C:16]=2[C:12]([CH2:11][CH2:10][OH:9])=[CH:13]1, predict the reactants needed to synthesize it. The reactants are: [H-].[H-].[H-].[H-].[Li+].[Al+3].C([O:9][C:10](=O)[CH2:11][C:12]1[C:16]2[CH:17]=[CH:18][CH:19]=[CH:20][C:15]=2[S:14][CH:13]=1)C.